Dataset: Reaction yield outcomes from USPTO patents with 853,638 reactions. Task: Predict the reaction yield, written as a fraction of the theoretical maximum amount of product (1.0 means a 100% yield; for example, 0.34 means a 34% yield). The reactants are [Br:1][C:2]1[CH:3]=[C:4](S(C)(=O)=O)[C:5]2[N:6]([C:8]([C:11]3[CH:22]=[CH:21][C:14]([C:15]([NH:17][CH:18]4[CH2:20][CH2:19]4)=[O:16])=[C:13]([CH3:23])[CH:12]=3)=[CH:9][N:10]=2)[N:7]=1.[O:28]1[CH2:31][CH:30]([CH2:32][NH2:33])[CH2:29]1.CCN(C(C)C)C(C)C. The catalyst is C1COCC1. The product is [Br:1][C:2]1[CH:3]=[C:4]([NH:33][CH2:32][CH:30]2[CH2:31][O:28][CH2:29]2)[C:5]2[N:6]([C:8]([C:11]3[CH:22]=[CH:21][C:14]([C:15]([NH:17][CH:18]4[CH2:20][CH2:19]4)=[O:16])=[C:13]([CH3:23])[CH:12]=3)=[CH:9][N:10]=2)[N:7]=1. The yield is 0.330.